From a dataset of Catalyst prediction with 721,799 reactions and 888 catalyst types from USPTO. Predict which catalyst facilitates the given reaction. (1) Reactant: [F:1][CH:2]([F:12])[CH2:3][N:4]1[CH:8]=[C:7]([N+:9]([O-:11])=[O:10])[CH:6]=[N:5]1.C[Si](C)(C)[N-][Si](C)(C)C.[Li+].[Cl:23]C(Cl)(Cl)C(Cl)(Cl)Cl.[Cl-].[NH4+]. Product: [Cl:23][C:8]1[N:4]([CH2:3][CH:2]([F:1])[F:12])[N:5]=[CH:6][C:7]=1[N+:9]([O-:11])=[O:10]. The catalyst class is: 20. (2) Reactant: [CH:1]1([NH:4][C:5]2[CH:13]=[C:12]([F:14])[CH:11]=[CH:10][C:6]=2[C:7]([OH:9])=O)[CH2:3][CH2:2]1.CCN=C=NCCCN(C)C.C1C=CC2N(O)N=NC=2C=1.CCN(C(C)C)C(C)C.[CH3:45][C:46]([NH2:50])([C:48]#[CH:49])[CH3:47]. Product: [CH:1]1([NH:4][C:5]2[CH:13]=[C:12]([F:14])[CH:11]=[CH:10][C:6]=2[C:7]([NH:50][C:46]([CH3:47])([C:48]#[CH:49])[CH3:45])=[O:9])[CH2:2][CH2:3]1. The catalyst class is: 2. (3) Reactant: [Cl:1][C:2]1[CH:3]=[C:4]([CH2:8][C:9]([C:11]2[CH:16]=[CH:15][CH:14]=[CH:13][CH:12]=2)=O)[CH:5]=[CH:6][CH:7]=1.O([C:19](C)(C)C)[K].[C:23](=[S:25])=S.IC.O.[NH2:29][NH2:30]. Product: [Cl:1][C:2]1[CH:3]=[C:4]([C:8]2[C:9]([C:11]3[CH:16]=[CH:15][CH:14]=[CH:13][CH:12]=3)=[N:29][NH:30][C:19]=2[S:25][CH3:23])[CH:5]=[CH:6][CH:7]=1. The catalyst class is: 1. (4) Reactant: [N:1]([CH2:4][CH:5]([C:7]1[CH:12]=[CH:11][CH:10]=[C:9]([CH3:13])[N:8]=1)[OH:6])=[N+:2]=[N-:3].[C:14](OC=C)(=[O:16])[CH3:15]. Product: [N:1]([CH2:4][C@@H:5]([O:6][C:14](=[O:16])[CH3:15])[C:7]1[CH:12]=[CH:11][CH:10]=[C:9]([CH3:13])[N:8]=1)=[N+:2]=[N-:3]. The catalyst class is: 11. (5) Reactant: [C:1]([CH:9]([C:11](=O)[C:12]1[CH:17]=[CH:16][CH:15]=[CH:14][CH:13]=1)C)(=O)[C:2]1[CH:7]=[CH:6][CH:5]=[CH:4][CH:3]=1.[C:19]([O:23][C:24]([CH3:27])([CH3:26])[CH3:25])(=[O:22])[NH:20][NH2:21].[CH3:28]CO. Product: [C:24]([O:23][C:19](=[O:22])[NH:20][N:21]1[C:12]([C:17]2[CH:16]=[CH:15][CH:14]=[CH:13][CH:28]=2)=[CH:11][CH:9]=[C:1]1[C:2]1[CH:3]=[CH:4][CH:5]=[CH:6][CH:7]=1)([CH3:27])([CH3:26])[CH3:25]. The catalyst class is: 313. (6) Reactant: [CH2:1]([C@H:8]1[CH2:12][O:11][C:10](=[O:13])[NH:9]1)[C:2]1[CH:7]=[CH:6][CH:5]=[CH:4][CH:3]=1.CCCCCC.C([Li])CCC.[CH2:25]([O:27][CH2:28][C:29](Cl)=[O:30])[CH3:26].[Cl-].[Na+]. Product: [CH2:25]([O:27][CH2:28][C:29]([N:9]1[CH:8]([CH2:1][C:2]2[CH:3]=[CH:4][CH:5]=[CH:6][CH:7]=2)[CH2:12][O:11][C:10]1=[O:13])=[O:30])[CH3:26]. The catalyst class is: 1. (7) Reactant: [OH:1][C@:2]1([CH3:23])[CH2:7][CH2:6][C@@H:5]([NH:8][C:9]2[C:14]([C:15]#[N:16])=[CH:13][N:12]=[C:11](S(C)(=O)=O)[N:10]=2)[CH2:4][C:3]1([CH3:22])[CH3:21].[F:24][C:25]([F:37])([CH3:36])[CH2:26][O:27][C:28]1[C:33]([CH2:34][NH2:35])=[CH:32][N:31]=[CH:30][N:29]=1.CCN(C(C)C)C(C)C. Product: [F:37][C:25]([F:24])([CH3:36])[CH2:26][O:27][C:28]1[C:33]([CH2:34][NH:35][C:11]2[N:10]=[C:9]([NH:8][C@@H:5]3[CH2:6][CH2:7][C@:2]([OH:1])([CH3:23])[C:3]([CH3:22])([CH3:21])[CH2:4]3)[C:14]([C:15]#[N:16])=[CH:13][N:12]=2)=[CH:32][N:31]=[CH:30][N:29]=1. The catalyst class is: 1. (8) Product: [F:35][C:2]([F:1])([C:29]1[CH:34]=[CH:33][CH:32]=[CH:31][CH:30]=1)[CH2:3][O:4][CH2:5][CH2:6][CH2:7][CH2:8][CH2:9][CH2:10][NH:11][CH2:15][C@@H:14]([C:16]1[CH:27]=[CH:26][C:19]2[O:20][C:21]([CH3:25])([CH3:24])[O:22][CH2:23][C:18]=2[CH:17]=1)[OH:13]. The catalyst class is: 7. Reactant: [F:1][C:2]([F:35])([C:29]1[CH:34]=[CH:33][CH:32]=[CH:31][CH:30]=1)[CH2:3][O:4][CH2:5][CH2:6][CH2:7][CH2:8][CH2:9][CH2:10][N:11]1[CH2:15][C@@H:14]([C:16]2[CH:27]=[CH:26][C:19]3[O:20][C:21]([CH3:25])([CH3:24])[O:22][CH2:23][C:18]=3[CH:17]=2)[O:13]C1=O.C[Si](C)(C)[O-].[K+].[Cl-].[NH4+].